From a dataset of Reaction yield outcomes from USPTO patents with 853,638 reactions. Predict the reaction yield, written as a fraction of the theoretical maximum amount of product (1.0 means a 100% yield; for example, 0.34 means a 34% yield). (1) The reactants are COC1C=C(OC)C=CC=1C[NH:6][C:7]1[C:8]2[CH:15]=[CH:14][N:13]([C@H:16]3[CH2:32][C@@H:19]4[O:20]C(C5C=CC(OC)=CC=5)[O:22][CH2:23][C@@H:18]4[CH2:17]3)[C:9]=2[N:10]=[CH:11][N:12]=1.COC1C=C(OC)C=CC=1CN.CC(O)=O. The catalyst is O.C1COCC1. The product is [NH2:6][C:7]1[C:8]2[CH:15]=[CH:14][N:13]([C@H:16]3[CH2:32][C@H:19]([OH:20])[C@H:18]([CH2:23][OH:22])[CH2:17]3)[C:9]=2[N:10]=[CH:11][N:12]=1. The yield is 0.730. (2) The reactants are [C:1]([C:3]1[C:8]([CH3:9])=[CH:7][CH:6]=[CH:5][C:4]=1[S:10]([NH2:13])(=[O:12])=[O:11])#[N:2].[CH3:14][O:15][C:16](OC)(OC)[O:17][CH3:18]. The catalyst is CO. The product is [C:1]([C:3]1[C:8]([CH3:9])=[CH:7][CH:6]=[CH:5][C:4]=1[S:10]([N:13]=[C:16]([O:17][CH3:18])[O:15][CH3:14])(=[O:12])=[O:11])#[N:2]. The yield is 0.630. (3) The reactants are Cl[C:2]1[N:7]=[C:6]([N:8]2[CH:12]=[CH:11][C:10]([C:13]([F:16])([F:15])[F:14])=[N:9]2)[N:5]=[C:4]([O:17][CH3:18])[CH:3]=1.[CH3:19][C:20]1[CH:25]=[CH:24][C:23](B(O)O)=[CH:22][CH:21]=1.COC1C=C(C2C=CC=CC=2)N=C(N2C=CC(C(F)(F)F)=N2)N=1. No catalyst specified. The product is [CH3:18][O:17][C:4]1[CH:3]=[C:2]([C:23]2[CH:24]=[CH:25][C:20]([CH3:19])=[CH:21][CH:22]=2)[N:7]=[C:6]([N:8]2[CH:12]=[CH:11][C:10]([C:13]([F:16])([F:15])[F:14])=[N:9]2)[N:5]=1. The yield is 0.750. (4) The reactants are C1(P(C2C=CC=CC=2)C2C=CC=CC=2)C=CC=CC=1.[CH2:20]([O:27][C:28](=[O:43])[NH:29][C:30]1[C:39]2[CH2:38][CH:37]([N:40]=[N+]=[N-])[CH2:36][CH2:35][C:34]=2[CH:33]=[CH:32][CH:31]=1)[C:21]1[CH:26]=[CH:25][CH:24]=[CH:23][CH:22]=1.O. The catalyst is C1COCC1. The product is [CH2:20]([O:27][C:28](=[O:43])[NH:29][C:30]1[C:39]2[CH2:38][CH:37]([NH2:40])[CH2:36][CH2:35][C:34]=2[CH:33]=[CH:32][CH:31]=1)[C:21]1[CH:26]=[CH:25][CH:24]=[CH:23][CH:22]=1. The yield is 0.830. (5) The reactants are [S:1]([N:11]1[C:15]2[N:16]=[CH:17][C:18]3[N:19]([C:20]([C@@H:23]4[CH2:27][CH2:26][C@H:25]([NH:28]C(=O)OC(C)(C)C)[CH2:24]4)=[N:21][N:22]=3)[C:14]=2[CH:13]=[CH:12]1)([C:4]1[CH:10]=[CH:9][C:7]([CH3:8])=[CH:6][CH:5]=1)(=[O:3])=[O:2].[ClH:36]. The catalyst is O1CCOCC1. The product is [ClH:36].[S:1]([N:11]1[C:15]2[N:16]=[CH:17][C:18]3[N:19]([C:20]([C@@H:23]4[CH2:27][CH2:26][C@H:25]([NH2:28])[CH2:24]4)=[N:21][N:22]=3)[C:14]=2[CH:13]=[CH:12]1)([C:4]1[CH:10]=[CH:9][C:7]([CH3:8])=[CH:6][CH:5]=1)(=[O:3])=[O:2]. The yield is 0.930. (6) The reactants are [NH:1]1[CH2:7][CH2:6][CH2:5][C@H:2]1[CH2:3][OH:4].[CH2:8]([CH:10]1O[CH2:11]1)[Cl:9]. No catalyst specified. The product is [Cl:9][CH2:8][C@@H:10]1[O:4][CH2:3][C@@H:2]2[CH2:5][CH2:6][CH2:7][N:1]2[CH2:11]1. The yield is 0.150. (7) The reactants are [Br:1][C:2]1[C:7]([NH:8][CH2:9][C:10]2[CH:15]=[CH:14][C:13]([O:16][CH3:17])=[CH:12][CH:11]=2)=[CH:6][C:5]([Cl:18])=[CH:4][N:3]=1.[C:19](O[C:19]([O:21][C:22]([CH3:25])([CH3:24])[CH3:23])=[O:20])([O:21][C:22]([CH3:25])([CH3:24])[CH3:23])=[O:20]. The catalyst is CN(C1C=CN=CC=1)C.C(Cl)Cl. The product is [C:22]([O:21][C:19](=[O:20])[N:8]([C:7]1[C:2]([Br:1])=[N:3][CH:4]=[C:5]([Cl:18])[CH:6]=1)[CH2:9][C:10]1[CH:15]=[CH:14][C:13]([O:16][CH3:17])=[CH:12][CH:11]=1)([CH3:25])([CH3:24])[CH3:23]. The yield is 0.950. (8) The catalyst is CN(C=O)C. The reactants are [CH3:1][C:2]1[C:3]([C:8]2[CH:13]=[CH:12][C:11]([CH2:14][OH:15])=[CH:10][CH:9]=2)=[N:4][CH:5]=[CH:6][CH:7]=1.[Cr](O[Cr]([O-])(=O)=O)([O-])(=O)=[O:17].[NH+]1C=CC=CC=1.[NH+]1C=CC=CC=1.O. The yield is 0.250. The product is [CH3:1][C:2]1[C:3]([C:8]2[CH:13]=[CH:12][C:11]([C:14]([OH:17])=[O:15])=[CH:10][CH:9]=2)=[N:4][CH:5]=[CH:6][CH:7]=1.